The task is: Predict the reactants needed to synthesize the given product.. This data is from Retrosynthesis with 50K atom-mapped reactions and 10 reaction types from USPTO. Given the product O=C(O)c1ccc(Nc2ccnc3cc(Cl)ccc23)cc1, predict the reactants needed to synthesize it. The reactants are: COC(=O)c1ccc(Nc2ccnc3cc(Cl)ccc23)cc1.